This data is from Reaction yield outcomes from USPTO patents with 853,638 reactions. The task is: Predict the reaction yield, written as a fraction of the theoretical maximum amount of product (1.0 means a 100% yield; for example, 0.34 means a 34% yield). (1) The reactants are [C:1]([C:5]1[N:9]([C:10]2[CH:15]=[CH:14][C:13]([F:16])=[CH:12][CH:11]=2)[N:8]=[CH:7][C:6]=1[NH2:17])([CH3:4])([CH3:3])[CH3:2].[CH3:18][C:19]1[N:20]([CH:28]([CH3:32])[C:29](O)=[O:30])[CH:21]=[C:22]([C:24]([F:27])([F:26])[F:25])[N:23]=1.C(N(C(C)C)CC)(C)C.CN(C(ON1N=NC2C=CC=NC1=2)=[N+](C)C)C.F[P-](F)(F)(F)(F)F. The catalyst is CN(C=O)C.O. The product is [C:1]([C:5]1[N:9]([C:10]2[CH:11]=[CH:12][C:13]([F:16])=[CH:14][CH:15]=2)[N:8]=[CH:7][C:6]=1[NH:17][C:29](=[O:30])[CH:28]([N:20]1[CH:21]=[C:22]([C:24]([F:25])([F:27])[F:26])[N:23]=[C:19]1[CH3:18])[CH3:32])([CH3:4])([CH3:2])[CH3:3]. The yield is 0.250. (2) The catalyst is CO.Cl. The product is [Br:13][C:10]1[CH:9]=[C:8]([C:14]([O:16][CH3:17])=[O:15])[C:7]2[CH:6]=[N:5][NH:4][C:12]=2[CH:11]=1. The yield is 0.717. The reactants are C([N:4]1[C:12]2[CH:11]=[C:10]([Br:13])[CH:9]=[C:8]([C:14]([O:16][CH3:17])=[O:15])[C:7]=2[CH:6]=[N:5]1)(=O)C. (3) The reactants are [CH2:1]([O:8][C@H:9]1[C@@H:16]2[C@@H:12]([O:13][C:14](C)([CH3:17])[O:15]2)[O:11][C@@:10]1([CH2:21][O:22][CH2:23][C:24]1[CH:29]=[CH:28][CH:27]=[CH:26][CH:25]=1)[CH:19]=[CH2:20])[C:2]1[CH:7]=[CH:6][CH:5]=[CH:4][CH:3]=1.OS(O)(=O)=O.C([O-])(O)=O.[Na+].[CH3:40][C:41]([OH:43])=[O:42].[CH3:40][C:41]([O:43]C(C)=O)=[O:42]. No catalyst specified. The product is [C:41]([O:43][CH:12]1[C@H:16]([O:15][C:14](=[O:13])[CH3:17])[C@H:9]([O:8][CH2:1][C:2]2[CH:7]=[CH:6][CH:5]=[CH:4][CH:3]=2)[C@:10]([CH2:21][O:22][CH2:23][C:24]2[CH:25]=[CH:26][CH:27]=[CH:28][CH:29]=2)([CH:19]=[CH2:20])[O:11]1)(=[O:42])[CH3:40]. The yield is 0.580. (4) The reactants are [NH2:1][C@@H:2]1[C:11]2[C:6](=[CH:7][CH:8]=[CH:9][CH:10]=2)[C@H:5]([O:12][C:13]2[CH:14]=[CH:15][C:16]3[N:17]([C:19]([N:22](/C=C/C)/C=C/C)=[N:20][N:21]=3)[CH:18]=2)[CH2:4][CH2:3]1.ClC(Cl)(Cl)CO[C:33](=[O:51])[NH:34][C:35]1[N:36]([C:44]2[CH:49]=[CH:48][C:47]([CH3:50])=[CH:46][CH:45]=2)[N:37]=[C:38]([C:40]([CH3:43])([CH3:42])[CH3:41])[CH:39]=1.CCN(C(C)C)C(C)C. The catalyst is CN(C=O)C.CO. The product is [NH2:22][C:19]1[N:17]2[CH:18]=[C:13]([O:12][C@H:5]3[C:6]4[C:11](=[CH:10][CH:9]=[CH:8][CH:7]=4)[C@@H:2]([NH:1][C:33]([NH:34][C:35]4[N:36]([C:44]5[CH:45]=[CH:46][C:47]([CH3:50])=[CH:48][CH:49]=5)[N:37]=[C:38]([C:40]([CH3:42])([CH3:41])[CH3:43])[CH:39]=4)=[O:51])[CH2:3][CH2:4]3)[CH:14]=[CH:15][C:16]2=[N:21][N:20]=1. The yield is 0.390. (5) The reactants are B(Cl)(Cl)Cl.C([O:12][N:13]1[C:19](=[O:20])[N:18]2[CH2:21][C@H:14]1[CH2:15][CH2:16][C@H:17]2[C:22]1[O:26][N:25]=[CH:24][N:23]=1)C1C=CC=CC=1. The catalyst is C(Cl)Cl. The product is [OH:12][N:13]1[C:19](=[O:20])[N:18]2[CH2:21][C@H:14]1[CH2:15][CH2:16][C@H:17]2[C:22]1[O:26][N:25]=[CH:24][N:23]=1. The yield is 0.980. (6) The reactants are [N:1]12[CH2:8][CH2:7][C:4]([C:9]([C:17]3[CH:22]=[CH:21][CH:20]=[CH:19][CH:18]=3)([C:11]3[CH:16]=[CH:15][CH:14]=[CH:13][CH:12]=3)[OH:10])([CH2:5][CH2:6]1)[CH2:3][CH2:2]2.[Br:23][CH2:24][CH2:25][CH2:26][N:27]1[C:35](=[O:36])[C:34]2[C:29](=[CH:30][CH:31]=[CH:32][CH:33]=2)[C:28]1=[O:37]. The catalyst is CC#N. The product is [Br-:23].[O:37]=[C:28]1[C:29]2[C:34](=[CH:33][CH:32]=[CH:31][CH:30]=2)[C:35](=[O:36])[N:27]1[CH2:26][CH2:25][CH2:24][N+:1]12[CH2:6][CH2:5][C:4]([C:9]([OH:10])([C:17]3[CH:22]=[CH:21][CH:20]=[CH:19][CH:18]=3)[C:11]3[CH:12]=[CH:13][CH:14]=[CH:15][CH:16]=3)([CH2:3][CH2:2]1)[CH2:7][CH2:8]2. The yield is 0.824. (7) The reactants are Cl[C:2]1[C:3]2[C:10]([I:11])=[CH:9][N:8]([CH2:12][C:13]3[CH:18]=[CH:17][C:16]([N+:19]([O-:21])=[O:20])=[CH:15][CH:14]=3)[C:4]=2[N:5]=[CH:6][N:7]=1.[NH4+:22].[OH-].O. The catalyst is O1CCOCC1. The product is [I:11][C:10]1[C:3]2[C:2]([NH2:22])=[N:7][CH:6]=[N:5][C:4]=2[N:8]([CH2:12][C:13]2[CH:18]=[CH:17][C:16]([N+:19]([O-:21])=[O:20])=[CH:15][CH:14]=2)[CH:9]=1. The yield is 0.870.